Task: Predict the reactants needed to synthesize the given product.. Dataset: Full USPTO retrosynthesis dataset with 1.9M reactions from patents (1976-2016) (1) The reactants are: [NH2:1][CH2:2][C:3]1[C:4]([F:24])=[CH:5][C:6]([Cl:23])=[C:7]([C:9]2[NH:10][C:11](=[O:22])[N:12]([C:14]3[CH:19]=[CH:18][C:17]([CH3:20])=[C:16]([Cl:21])[CH:15]=3)[N:13]=2)[CH:8]=1.[C:25](Cl)(=[O:30])[C:26]([CH3:29])([CH3:28])[CH3:27]. Given the product [Cl:23][C:6]1[C:7]([C:9]2[NH:10][C:11](=[O:22])[N:12]([C:14]3[CH:19]=[CH:18][C:17]([CH3:20])=[C:16]([Cl:21])[CH:15]=3)[N:13]=2)=[CH:8][C:3]([CH2:2][NH:1][C:25](=[O:30])[C:26]([CH3:29])([CH3:28])[CH3:27])=[C:4]([F:24])[CH:5]=1, predict the reactants needed to synthesize it. (2) The reactants are: Cl[C:2]1[N:7]=[C:6]([N:8]2[CH2:13][CH2:12][O:11][CH2:10][CH2:9]2)[CH:5]=[C:4]([CH3:14])[N:3]=1.[NH2:15][CH:16]1[CH:20]([F:21])[CH2:19][N:18]([C:22]([O:24][CH2:25][C:26]2[CH:31]=[CH:30][CH:29]=[CH:28][CH:27]=2)=[O:23])[CH2:17]1.C(P(C(C)(C)C)C1C=CC=CC=1C1C=CC=CC=1)(C)(C)C.CC(C)([O-])C.[Na+]. Given the product [F:21][CH:20]1[CH:16]([NH:15][C:2]2[N:3]=[C:4]([CH3:14])[CH:5]=[C:6]([N:8]3[CH2:13][CH2:12][O:11][CH2:10][CH2:9]3)[N:7]=2)[CH2:17][N:18]([C:22]([O:24][CH2:25][C:26]2[CH:31]=[CH:30][CH:29]=[CH:28][CH:27]=2)=[O:23])[CH2:19]1, predict the reactants needed to synthesize it. (3) Given the product [CH:10]([O:2][C:1]1[CH:8]=[CH:7][C:5]([OH:6])=[CH:4][CH:3]=1)([CH3:12])[CH3:11], predict the reactants needed to synthesize it. The reactants are: [C:1]1([CH:8]=[CH:7][C:5]([OH:6])=[CH:4][CH:3]=1)[OH:2].I[CH:10]([CH3:12])[CH3:11].[OH-].[Na+]. (4) The reactants are: Br[C:2]1[CH:7]=[CH:6][C:5]([C@@H:8]([N:10]2[CH2:15][CH2:14][C@@:13]([C:21]3[CH:26]=[CH:25][C:24]([F:27])=[CH:23][CH:22]=3)([CH2:16][C:17]([OH:20])([CH3:19])[CH3:18])[O:12][C:11]2=[O:28])[CH3:9])=[CH:4][CH:3]=1.Br[C:30]1[CH:35]=[CH:34][C:33]([C:36]#[N:37])=[CH:32][N:31]=1. Given the product [F:27][C:24]1[CH:25]=[CH:26][C:21]([C@:13]2([CH2:16][C:17]([OH:20])([CH3:19])[CH3:18])[O:12][C:11](=[O:28])[N:10]([C@H:8]([C:5]3[CH:6]=[CH:7][C:2]([C:30]4[CH:35]=[CH:34][C:33]([C:36]#[N:37])=[CH:32][N:31]=4)=[CH:3][CH:4]=3)[CH3:9])[CH2:15][CH2:14]2)=[CH:22][CH:23]=1, predict the reactants needed to synthesize it.